Task: Predict the reaction yield, written as a fraction of the theoretical maximum amount of product (1.0 means a 100% yield; for example, 0.34 means a 34% yield).. Dataset: Reaction yield outcomes from USPTO patents with 853,638 reactions (1) The reactants are O=[C:2]([NH:15]/[N:16]=[C:17]1\[NH:18][C:19](=[O:31])[C:20]2[NH:21][CH:22]=[N:23][C:24]=2[N:25]\1[CH2:26][CH2:27][CH2:28][CH2:29][CH3:30])[CH2:3][NH:4][C:5](=[O:14])[O:6][CH2:7][C:8]1[CH:13]=[CH:12][CH:11]=[CH:10][CH:9]=1. The catalyst is C1(C)C=CC=CC=1. The product is [CH2:7]([O:6][C:5](=[O:14])[NH:4][CH2:3][C:2]1[N:18]2[C:19](=[O:31])[C:20]3[NH:21][CH:22]=[N:23][C:24]=3[N:25]([CH2:26][CH2:27][CH2:28][CH2:29][CH3:30])[C:17]2=[N:16][N:15]=1)[C:8]1[CH:13]=[CH:12][CH:11]=[CH:10][CH:9]=1. The yield is 0.870. (2) The reactants are C(N(CC)CC)C.[C:8]1([C:34]2[CH:39]=[CH:38][CH:37]=[CH:36][CH:35]=2)[CH:13]=[CH:12][C:11]([S:14]([N:17]2[CH2:21][CH2:20][S:19][CH:18]2[C:22]([NH:24][CH:25]([C:32]#[N:33])[C:26]2[CH:31]=[CH:30][CH:29]=[CH:28][CH:27]=2)=[O:23])(=[O:16])=[O:15])=[CH:10][CH:9]=1.Cl.[NH2:41][OH:42]. The catalyst is C(O)C. The product is [NH2:33]/[C:32](=[N:41]\[OH:42])/[C@H:25]([NH:24][C:22]([CH:18]1[N:17]([S:14]([C:11]2[CH:12]=[CH:13][C:8]([C:34]3[CH:35]=[CH:36][CH:37]=[CH:38][CH:39]=3)=[CH:9][CH:10]=2)(=[O:15])=[O:16])[CH2:21][CH2:20][S:19]1)=[O:23])[C:26]1[CH:31]=[CH:30][CH:29]=[CH:28][CH:27]=1. The yield is 1.00. (3) The reactants are [N:1]12[CH2:9][CH2:8][CH:5]([CH2:6][CH2:7]1)[NH:4][C:3](=O)[CH2:2]2.[H-].[Al+3].[Li+].[H-].[H-].[H-]. The catalyst is O1CCOCC1. The product is [N:1]12[CH2:9][CH2:8][CH:5]([CH2:6][CH2:7]1)[NH:4][CH2:3][CH2:2]2. The yield is 0.900. (4) The reactants are [CH2:1]([O:8][C:9]1[CH:14]=[CH:13][C:12]([C:15]2[CH:20]=[CH:19][C:18]([NH:21][C:22](=[O:28])[O:23][C:24]([CH3:27])([CH3:26])[CH3:25])=[CH:17][CH:16]=2)=[C:11]([N+:29]([O-])=O)[CH:10]=1)[C:2]1[CH:7]=[CH:6][CH:5]=[CH:4][CH:3]=1.CCCCCC. The catalyst is P(OCC)(OCC)OCC. The product is [CH2:1]([O:8][C:9]1[CH:10]=[C:11]2[C:12]([C:15]3[CH:20]=[CH:19][C:18]([NH:21][C:22](=[O:28])[O:23][C:24]([CH3:27])([CH3:26])[CH3:25])=[CH:17][C:16]=3[NH:29]2)=[CH:13][CH:14]=1)[C:2]1[CH:7]=[CH:6][CH:5]=[CH:4][CH:3]=1. The yield is 0.740. (5) The reactants are [CH2:1]([O:3][C:4](=[O:29])[CH2:5][C:6]1[CH:11]=[CH:10][C:9]([NH:12][C:13]([NH:15][C:16]2[S:17][C:18](Br)=[CH:19][N:20]=2)=[O:14])=[C:8]([C:22]([CH:24]2[CH2:28][CH2:27][CH2:26][CH2:25]2)=[O:23])[CH:7]=1)[CH3:2].[SH:30][C:31]1[CH:36]=[CH:35][CH:34]=[CH:33][N:32]=1. No catalyst specified. The product is [CH2:1]([O:3][C:4](=[O:29])[CH2:5][C:6]1[CH:11]=[CH:10][C:9]([NH:12][C:13]([NH:15][C:16]2[S:17][C:18]([S:30][C:31]3[CH:36]=[CH:35][CH:34]=[CH:33][N:32]=3)=[CH:19][N:20]=2)=[O:14])=[C:8]([C:22]([CH:24]2[CH2:28][CH2:27][CH2:26][CH2:25]2)=[O:23])[CH:7]=1)[CH3:2]. The yield is 0.300. (6) The reactants are [F:1][C:2]1[CH:3]=[C:4]2[C:8](=[CH:9][C:10]=1[C:11]([F:14])([F:13])[F:12])[CH2:7][N:6](C(C1C=CC=CC=1)(C1C=CC=CC=1)C1C=CC=CC=1)[CH2:5]2.CO.[F:36][C:37]([F:42])([F:41])[C:38]([OH:40])=[O:39]. The catalyst is C(Cl)(Cl)Cl. The product is [F:36][C:37]([F:42])([F:41])[C:38]([OH:40])=[O:39].[F:1][C:2]1[CH:3]=[C:4]2[C:8](=[CH:9][C:10]=1[C:11]([F:13])([F:12])[F:14])[CH2:7][NH:6][CH2:5]2. The yield is 1.00. (7) The reactants are [CH3:1][C:2]([NH:10][C:11]([C:13]1[O:20][C:19]2[C:18]([NH:21][C:22](=[O:32])[C:23]3[CH:28]=[CH:27][CH:26]=[CH:25][C:24]=3[N+:29]([O-])=O)=[N:17][NH:16][C:15]=2[CH:14]=1)=[O:12])([C:4]1[CH:9]=[CH:8][CH:7]=[CH:6][CH:5]=1)[CH3:3].C(O)C. No catalyst specified. The product is [CH3:3][C:2]([NH:10][C:11]([C:13]1[O:20][C:19]2[C:18]([NH:21][C:22](=[O:32])[C:23]3[CH:28]=[CH:27][CH:26]=[CH:25][C:24]=3[NH2:29])=[N:17][NH:16][C:15]=2[CH:14]=1)=[O:12])([C:4]1[CH:9]=[CH:8][CH:7]=[CH:6][CH:5]=1)[CH3:1]. The yield is 0.590.